From a dataset of Catalyst prediction with 721,799 reactions and 888 catalyst types from USPTO. Predict which catalyst facilitates the given reaction. Reactant: Cl.[NH2:2][CH:3]1[CH2:8][CH2:7][C:6]([OH:12])([C:9]([OH:11])=[O:10])[CH2:5][CH2:4]1.C(=O)([O-])[O-].[K+].[K+].[Cl:19][C:20]1[CH:25]=[C:24](Cl)[C:23]([N+:27]([O-:29])=[O:28])=[CH:22][N:21]=1.Cl. Product: [Cl:19][C:20]1[CH:25]=[C:24]([NH:2][CH:3]2[CH2:8][CH2:7][C:6]([OH:12])([C:9]([OH:11])=[O:10])[CH2:5][CH2:4]2)[C:23]([N+:27]([O-:29])=[O:28])=[CH:22][N:21]=1. The catalyst class is: 38.